Dataset: CYP1A2 inhibition data for predicting drug metabolism from PubChem BioAssay. Task: Regression/Classification. Given a drug SMILES string, predict its absorption, distribution, metabolism, or excretion properties. Task type varies by dataset: regression for continuous measurements (e.g., permeability, clearance, half-life) or binary classification for categorical outcomes (e.g., BBB penetration, CYP inhibition). Dataset: cyp1a2_veith. (1) The compound is COc1ccc(-c2nc3cnc(N(C)C)nc3n(C)c2=O)cc1. The result is 1 (inhibitor). (2) The compound is c1ccc2c[n+](Cc3ccnc4ccccc34)ccc2c1. The result is 0 (non-inhibitor). (3) The drug is CC1CCCCN1c1nc(-c2ccncc2)nc2ccccc12. The result is 1 (inhibitor). (4) The drug is Cc1noc(C)c1C(=O)N1CCC2(CC1)CN(c1ccccc1)C2. The result is 0 (non-inhibitor).